Dataset: Catalyst prediction with 721,799 reactions and 888 catalyst types from USPTO. Task: Predict which catalyst facilitates the given reaction. (1) Reactant: C(OC([NH:8][C:9]([CH3:21])([CH3:20])[C:10]([O:12][CH2:13][C:14]1[CH:19]=[CH:18][CH:17]=[CH:16][CH:15]=1)=[O:11])=O)(C)(C)C.[ClH:22]. Product: [ClH:22].[NH2:8][C:9]([CH3:21])([CH3:20])[C:10]([O:12][CH2:13][C:14]1[CH:19]=[CH:18][CH:17]=[CH:16][CH:15]=1)=[O:11]. The catalyst class is: 27. (2) Reactant: CC(C)([O-])C.[K+].[F:7][C:8]([F:28])([F:27])[C:9]1[CH:14]=[CH:13][C:12]([NH:15][C:16](=[O:26])[CH2:17][C@@H:18](OS(C)(=O)=O)[CH2:19][CH3:20])=[CH:11][CH:10]=1.O. Product: [CH2:19]([C@H:18]1[N:15]([C:12]2[CH:13]=[CH:14][C:9]([C:8]([F:28])([F:27])[F:7])=[CH:10][CH:11]=2)[C:16](=[O:26])[CH2:17]1)[CH3:20]. The catalyst class is: 7. (3) Reactant: N1(C(N2C=CN=C2)=O)C=CN=C1.[C:13]([NH:20][CH2:21][C:22](O)=O)([O:15][C:16]([CH3:19])([CH3:18])[CH3:17])=[O:14].[Cl:25][C:26]1[N:31]=[N:30][C:29]([NH:32][NH2:33])=[CH:28][CH:27]=1.NN.O.CC1C=CC(S(O)(=O)=O)=CC=1. Product: [Cl:25][C:26]1[CH:27]=[CH:28][C:29]2[N:30]([C:22]([CH2:21][NH:20][C:13](=[O:14])[O:15][C:16]([CH3:19])([CH3:18])[CH3:17])=[N:33][N:32]=2)[N:31]=1. The catalyst class is: 10.